From a dataset of Forward reaction prediction with 1.9M reactions from USPTO patents (1976-2016). Predict the product of the given reaction. (1) Given the reactants [C:1]([C:5]1[O:9][N:8]=[C:7]([NH:10][C:11]([NH:13][C:14]2[CH:19]=[CH:18][CH:17]=[C:16]([OH:20])[CH:15]=2)=[O:12])[CH:6]=1)([CH3:4])([CH3:3])[CH3:2].Cl[C:22]1[C:31]2[C:26](=[CH:27][C:28]([O:34][CH2:35][CH2:36][O:37][CH3:38])=[C:29]([O:32][CH3:33])[CH:30]=2)[N:25]=[CH:24][N:23]=1.C([O-])([O-])=O.[Cs+].[Cs+], predict the reaction product. The product is: [C:1]([C:5]1[O:9][N:8]=[C:7]([NH:10][C:11]([NH:13][C:14]2[CH:19]=[CH:18][CH:17]=[C:16]([O:20][C:22]3[C:31]4[C:26](=[CH:27][C:28]([O:34][CH2:35][CH2:36][O:37][CH3:38])=[C:29]([O:32][CH3:33])[CH:30]=4)[N:25]=[CH:24][N:23]=3)[CH:15]=2)=[O:12])[CH:6]=1)([CH3:4])([CH3:2])[CH3:3]. (2) Given the reactants [F:1][C:2]1[CH:3]=[CH:4][C:5]([N+:16]([O-:18])=[O:17])=[C:6]([CH:15]=1)[CH2:7][NH:8][CH2:9][C:10]([O:12][CH2:13][CH3:14])=[O:11].[Cl:19][C:20]1[CH:28]=[CH:27][C:23]([C:24](Cl)=[O:25])=[CH:22][CH:21]=1.C(N(CC)CC)C, predict the reaction product. The product is: [F:1][C:2]1[CH:3]=[CH:4][C:5]([N+:16]([O-:18])=[O:17])=[C:6]([CH:15]=1)[CH2:7][N:8]([CH2:9][C:10]([O:12][CH2:13][CH3:14])=[O:11])[C:24](=[O:25])[C:23]1[CH:27]=[CH:28][C:20]([Cl:19])=[CH:21][CH:22]=1.